Dataset: Forward reaction prediction with 1.9M reactions from USPTO patents (1976-2016). Task: Predict the product of the given reaction. (1) The product is: [CH2:27]([C:22]([NH:21][C:12]([C:10]1[CH:9]=[CH:8][C:7]([N:15]2[CH2:18][C:17]([F:20])([F:19])[CH2:16]2)=[C:6]([O:5][CH2:4][CH:1]2[CH2:2][CH2:3]2)[N:11]=1)=[O:14])([C:23](=[O:24])[NH:25][CH3:26])[CH2:29][CH3:30])[CH3:28]. Given the reactants [CH:1]1([CH2:4][O:5][C:6]2[N:11]=[C:10]([C:12]([OH:14])=O)[CH:9]=[CH:8][C:7]=2[N:15]2[CH2:18][C:17]([F:20])([F:19])[CH2:16]2)[CH2:3][CH2:2]1.[NH2:21][C:22]([CH2:29][CH3:30])([CH2:27][CH3:28])[C:23]([NH:25][CH3:26])=[O:24], predict the reaction product. (2) Given the reactants [CH:1]([N:4]1[C:9](=[O:10])[CH:8]=[CH:7][C:6]([C:11]2[S:15][C:14]([C:16]([O:18]CC)=O)=[N:13][C:12]=2[C:21]2[CH:26]=[CH:25][CH:24]=[CH:23][CH:22]=2)=[N:5]1)([CH3:3])[CH3:2].[CH:27]1([NH2:30])[CH2:29][CH2:28]1.O.C(Cl)(Cl)Cl, predict the reaction product. The product is: [CH:27]1([NH:30][C:16]([C:14]2[S:15][C:11]([C:6]3[CH:7]=[CH:8][C:9](=[O:10])[N:4]([CH:1]([CH3:3])[CH3:2])[N:5]=3)=[C:12]([C:21]3[CH:22]=[CH:23][CH:24]=[CH:25][CH:26]=3)[N:13]=2)=[O:18])[CH2:29][CH2:28]1. (3) Given the reactants [O:1]1[CH:5]=[CH:4][CH:3]=[C:2]1[C:6]1[N:14]=[C:13]2[N:8]([C:9](SC)=[N:10][CH:11]=[C:12]2[CH2:15][N:16]2[CH2:21][CH2:20][N:19]([C:22]3[CH:27]=[CH:26][CH:25]=[CH:24][CH:23]=3)[CH2:18][CH2:17]2)[N:7]=1.C([OH:32])C.O.[OH-].[Li+].Cl, predict the reaction product. The product is: [O:1]1[CH:5]=[CH:4][CH:3]=[C:2]1[C:6]1[N:14]=[C:13]2[N:8]([C:9](=[O:32])[NH:10][CH:11]=[C:12]2[CH2:15][N:16]2[CH2:21][CH2:20][N:19]([C:22]3[CH:27]=[CH:26][CH:25]=[CH:24][CH:23]=3)[CH2:18][CH2:17]2)[N:7]=1.